Dataset: NCI-60 drug combinations with 297,098 pairs across 59 cell lines. Task: Regression. Given two drug SMILES strings and cell line genomic features, predict the synergy score measuring deviation from expected non-interaction effect. (1) Drug 1: C1=NC2=C(N1)C(=S)N=C(N2)N. Drug 2: C1CNP(=O)(OC1)N(CCCl)CCCl. Cell line: KM12. Synergy scores: CSS=37.6, Synergy_ZIP=5.61, Synergy_Bliss=6.00, Synergy_Loewe=-39.5, Synergy_HSA=0.451. (2) Drug 1: C1C(C(OC1N2C=NC3=C(N=C(N=C32)Cl)N)CO)O. Drug 2: COCCOC1=C(C=C2C(=C1)C(=NC=N2)NC3=CC=CC(=C3)C#C)OCCOC.Cl. Cell line: CAKI-1. Synergy scores: CSS=24.8, Synergy_ZIP=-2.98, Synergy_Bliss=-1.65, Synergy_Loewe=-20.3, Synergy_HSA=-0.676. (3) Synergy scores: CSS=50.0, Synergy_ZIP=0.848, Synergy_Bliss=-0.929, Synergy_Loewe=-17.8, Synergy_HSA=-1.47. Drug 2: CNC(=O)C1=NC=CC(=C1)OC2=CC=C(C=C2)NC(=O)NC3=CC(=C(C=C3)Cl)C(F)(F)F. Cell line: NCIH23. Drug 1: C1CNP(=O)(OC1)N(CCCl)CCCl. (4) Drug 1: CCC1=C2CN3C(=CC4=C(C3=O)COC(=O)C4(CC)O)C2=NC5=C1C=C(C=C5)O. Drug 2: CCN(CC)CCNC(=O)C1=C(NC(=C1C)C=C2C3=C(C=CC(=C3)F)NC2=O)C. Cell line: UO-31. Synergy scores: CSS=35.2, Synergy_ZIP=-9.29, Synergy_Bliss=2.22, Synergy_Loewe=-57.1, Synergy_HSA=4.68. (5) Drug 1: CCC1(CC2CC(C3=C(CCN(C2)C1)C4=CC=CC=C4N3)(C5=C(C=C6C(=C5)C78CCN9C7C(C=CC9)(C(C(C8N6C)(C(=O)OC)O)OC(=O)C)CC)OC)C(=O)OC)O.OS(=O)(=O)O. Drug 2: CC1=C2C(C(=O)C3(C(CC4C(C3C(C(C2(C)C)(CC1OC(=O)C(C(C5=CC=CC=C5)NC(=O)OC(C)(C)C)O)O)OC(=O)C6=CC=CC=C6)(CO4)OC(=O)C)O)C)O. Cell line: HCT-15. Synergy scores: CSS=-5.56, Synergy_ZIP=0.694, Synergy_Bliss=-4.18, Synergy_Loewe=-6.45, Synergy_HSA=-6.67.